This data is from Merck oncology drug combination screen with 23,052 pairs across 39 cell lines. The task is: Regression. Given two drug SMILES strings and cell line genomic features, predict the synergy score measuring deviation from expected non-interaction effect. (1) Drug 1: CS(=O)(=O)CCNCc1ccc(-c2ccc3ncnc(Nc4ccc(OCc5cccc(F)c5)c(Cl)c4)c3c2)o1. Drug 2: CC1(c2nc3c(C(N)=O)cccc3[nH]2)CCCN1. Cell line: A2058. Synergy scores: synergy=7.03. (2) Drug 1: CN(C)C(=N)N=C(N)N. Drug 2: Cn1cc(-c2cnn3c(N)c(Br)c(C4CCCNC4)nc23)cn1. Cell line: RKO. Synergy scores: synergy=4.11. (3) Drug 1: N#Cc1ccc(Cn2cncc2CN2CCN(c3cccc(Cl)c3)C(=O)C2)cc1. Drug 2: Cn1cc(-c2cnn3c(N)c(Br)c(C4CCCNC4)nc23)cn1. Cell line: NCIH23. Synergy scores: synergy=3.46. (4) Drug 1: CCN(CC)CCNC(=O)c1c(C)[nH]c(C=C2C(=O)Nc3ccc(F)cc32)c1C. Drug 2: NC1CCCCC1N.O=C(O)C(=O)O.[Pt+2]. Cell line: ES2. Synergy scores: synergy=-10.7. (5) Drug 1: CN1C(=O)C=CC2(C)C3CCC4(C)C(NC(=O)OCC(F)(F)F)CCC4C3CCC12. Drug 2: CCC1=CC2CN(C1)Cc1c([nH]c3ccccc13)C(C(=O)OC)(c1cc3c(cc1OC)N(C)C1C(O)(C(=O)OC)C(OC(C)=O)C4(CC)C=CCN5CCC31C54)C2. Cell line: A2058. Synergy scores: synergy=-18.9. (6) Drug 1: NC1(c2ccc(-c3nc4ccn5c(=O)[nH]nc5c4cc3-c3ccccc3)cc2)CCC1. Drug 2: NC1CCCCC1N.O=C(O)C(=O)O.[Pt+2]. Cell line: EFM192B. Synergy scores: synergy=-33.0. (7) Drug 1: N.N.O=C(O)C1(C(=O)O)CCC1.[Pt]. Drug 2: Cn1cc(-c2cnn3c(N)c(Br)c(C4CCCNC4)nc23)cn1. Cell line: A375. Synergy scores: synergy=17.2. (8) Drug 1: CN1C(=O)C=CC2(C)C3CCC4(C)C(NC(=O)OCC(F)(F)F)CCC4C3CCC12. Drug 2: Cn1nnc2c(C(N)=O)ncn2c1=O. Cell line: NCIH23. Synergy scores: synergy=-15.4.